Dataset: Forward reaction prediction with 1.9M reactions from USPTO patents (1976-2016). Task: Predict the product of the given reaction. Given the reactants [F:1][C:2]1[CH:3]=[C:4]([CH:6]=[C:7]([C:9]([F:12])([F:11])[F:10])[CH:8]=1)[NH2:5].[CH:13](OCC)(OCC)OCC.[N+:23]([CH2:26]C(OCC)=O)([O-])=O.[C:32]([OH:35])(=[O:34])[CH3:33], predict the reaction product. The product is: [F:1][C:2]1[CH:3]=[C:4]([N:5]2[CH:13]=[C:33]([C:32]([OH:35])=[O:34])[N:23]=[CH:26]2)[CH:6]=[C:7]([C:9]([F:10])([F:11])[F:12])[CH:8]=1.